Regression. Given a peptide amino acid sequence and an MHC pseudo amino acid sequence, predict their binding affinity value. This is MHC class I binding data. From a dataset of Peptide-MHC class I binding affinity with 185,985 pairs from IEDB/IMGT. (1) The peptide sequence is FMHSAAPIT. The MHC is HLA-A03:01 with pseudo-sequence HLA-A03:01. The binding affinity (normalized) is 0. (2) The peptide sequence is CEMNHVNSM. The MHC is HLA-B18:01 with pseudo-sequence HLA-B18:01. The binding affinity (normalized) is 0.432. (3) The peptide sequence is RRFVPYYV. The MHC is HLA-B27:05 with pseudo-sequence HLA-B27:05. The binding affinity (normalized) is 0.196. (4) The peptide sequence is QMRVRYYGL. The MHC is HLA-A11:01 with pseudo-sequence HLA-A11:01. The binding affinity (normalized) is 0.0847. (5) The peptide sequence is QYSPHSFMA. The MHC is HLA-A02:19 with pseudo-sequence HLA-A02:19. The binding affinity (normalized) is 0.0847. (6) The binding affinity (normalized) is 0.729. The MHC is Mamu-A01 with pseudo-sequence Mamu-A01. The peptide sequence is YTNWAIILL.